This data is from Forward reaction prediction with 1.9M reactions from USPTO patents (1976-2016). The task is: Predict the product of the given reaction. (1) The product is: [CH2:27]([C@H:26]1[C@H:25]([CH2:24][CH3:23])[C@@H:29]([NH:33][C:34](=[O:40])[O:35][C:36]([CH3:39])([CH3:38])[CH3:37])[C:7]2[C:2](=[CH:3][CH:4]=[CH:5][CH:6]=2)[NH:1]1)[CH3:22]. Given the reactants [NH2:1][C:2]1[CH:7]=[CH:6][CH:5]=[CH:4][CH:3]=1.C(=O)CC.P(O)(O[C:22]1[CH:27]=[CH:26][CH:25]=[CH:24][CH:23]=1)(O[C:22]1[CH:27]=[CH:26][CH:25]=[CH:24][CH:23]=1)=O.[CH:29]([NH:33][C:34](=[O:40])[O:35][C:36]([CH3:39])([CH3:38])[CH3:37])=CCC.C([O-])(O)=O.[Na+], predict the reaction product. (2) The product is: [NH2:27][C:13]1[CH:12]=[C:11]([NH:10][C:8]([C:5]2[CH:4]=[CH:3][C:2]([Cl:1])=[CH:7][CH:6]=2)=[O:9])[CH:16]=[CH:15][C:14]=1[C:17]1[C:18]([C:23]([F:26])([F:24])[F:25])=[N:19][NH:20][C:21]=1[CH3:22]. Given the reactants [Cl:1][C:2]1[CH:7]=[CH:6][C:5]([C:8]([NH:10][C:11]2[CH:16]=[CH:15][C:14]([C:17]3[C:18]([C:23]([F:26])([F:25])[F:24])=[N:19][NH:20][C:21]=3[CH3:22])=[C:13]([N+:27]([O-])=O)[CH:12]=2)=[O:9])=[CH:4][CH:3]=1.Cl[Sn]Cl.Cl, predict the reaction product. (3) Given the reactants [CH:1]([C:4]1[NH:5][C:6]([C:22]2[CH:27]=[CH:26][CH:25]=[C:24]([CH3:28])[N:23]=2)=[C:7]([C:9]2[CH:10]=[C:11]([C:15]3[NH:19][C:18]([CH:20]=O)=[CH:17][CH:16]=3)[CH:12]=[CH:13][CH:14]=2)[N:8]=1)([CH3:3])[CH3:2].[H-].[Li+].[Al+3].[H-].[H-].[H-].O.[OH-].[Na+], predict the reaction product. The product is: [CH:1]([C:4]1[NH:5][C:6]([C:22]2[CH:27]=[CH:26][CH:25]=[C:24]([CH3:28])[N:23]=2)=[C:7]([C:9]2[CH:14]=[CH:13][CH:12]=[C:11]([C:15]3[NH:19][C:18]([CH3:20])=[CH:17][CH:16]=3)[CH:10]=2)[N:8]=1)([CH3:3])[CH3:2]. (4) Given the reactants [N:1]1[C:10]2[CH:9]=[CH:8][NH:7][C:6](=O)[C:5]=2[CH:4]=[CH:3][CH:2]=1.O=P(Cl)(Cl)[Cl:14], predict the reaction product. The product is: [Cl:14][C:6]1[N:7]=[CH:8][CH:9]=[C:10]2[C:5]=1[CH:4]=[CH:3][CH:2]=[N:1]2. (5) Given the reactants [O:1]1[C:5]2([CH2:10][CH2:9][N:8]([C:11]3[CH:16]=[CH:15][C:14]([C:17](=O)[CH3:18])=[CH:13][CH:12]=3)[CH2:7][CH2:6]2)OCC1.[OH2:20].[OH2:21].O.[N+]([O-])([O-])=O.[N+]([O-])([O-])=O.[N+]([O-])([O-])=O.[Tl+3].C(Cl)Cl.Cl(O)(=O)(=O)=O, predict the reaction product. The product is: [O:1]=[C:5]1[CH2:6][CH2:7][N:8]([C:11]2[CH:12]=[CH:13][C:14]([CH2:17][C:18]([OH:21])=[O:20])=[CH:15][CH:16]=2)[CH2:9][CH2:10]1. (6) The product is: [S:9]1[CH2:10][CH2:11][CH:6]=[C:7]([C:12]([O:14][CH3:15])=[O:13])[CH2:8]1. Given the reactants CS(O[CH:6]1[CH2:11][CH2:10][S:9][CH2:8][CH:7]1[C:12]([O:14][CH3:15])=[O:13])(=O)=O.C1CCN2C(=NCCC2)CC1, predict the reaction product. (7) Given the reactants [NH2:1][C:2]1[CH:10]=[CH:9][C:5]([C:6]([OH:8])=[O:7])=[CH:4][C:3]=1[O:11][CH2:12][CH:13]=[C:14]([CH3:26])[CH2:15][CH2:16][CH:17]=[C:18]([CH3:25])[CH2:19][CH2:20][CH:21]=[C:22]([CH3:24])[CH3:23].C[O:28][C:29](=O)[C:30]1C=CC(NC(=O)C)=C(OCC=C(C)CCC=C(C)C)C=1, predict the reaction product. The product is: [C:29]([NH:1][C:2]1[CH:10]=[CH:9][C:5]([C:6]([OH:8])=[O:7])=[CH:4][C:3]=1[O:11][CH2:12][CH:13]=[C:14]([CH3:26])[CH2:15][CH2:16][CH:17]=[C:18]([CH3:25])[CH2:19][CH2:20][CH:21]=[C:22]([CH3:24])[CH3:23])(=[O:28])[CH3:30]. (8) Given the reactants [C:1]([O:4][CH2:5][C@H:6]1[CH2:11][CH2:10][C@@H:9]([O:12][C:13]2[C:18]3[C:19]([O:22][CH2:23][CH:24]4[CH2:29][CH2:28][NH:27][CH2:26][CH2:25]4)=[N:20][O:21][C:17]=3[CH:16]=[CH:15][CH:14]=2)[CH2:8][CH2:7]1)(=[O:3])[CH3:2].[CH:30]([C:32]1([C:37]([O:39][CH3:40])=[O:38])[CH2:36][CH2:35][CH2:34][CH2:33]1)=O.C(C1(C(OC)=O)CCC1)=O, predict the reaction product. The product is: [C:1]([O:4][CH2:5][C@@H:6]1[CH2:7][CH2:8][C@H:9]([O:12][C:13]2[C:18]3[C:19]([O:22][CH2:23][CH:24]4[CH2:25][CH2:26][N:27]([CH2:30][C:32]5([C:37]([O:39][CH3:40])=[O:38])[CH2:36][CH2:35][CH2:34][CH2:33]5)[CH2:28][CH2:29]4)=[N:20][O:21][C:17]=3[CH:16]=[CH:15][CH:14]=2)[CH2:10][CH2:11]1)(=[O:3])[CH3:2]. (9) Given the reactants [Si:1]([O:18][CH2:19][C:20]1[C:21]([O:27][CH3:28])=[N:22][C:23](Cl)=[N:24][CH:25]=1)([C:14]([CH3:17])([CH3:16])[CH3:15])([C:8]1[CH:13]=[CH:12][CH:11]=[CH:10][CH:9]=1)[C:2]1[CH:7]=[CH:6][CH:5]=[CH:4][CH:3]=1.[CH3:29][C:30]1(C)C(C)(C)OB(C=C)O1.C(=O)([O-])[O-].[K+].[K+], predict the reaction product. The product is: [Si:1]([O:18][CH2:19][C:20]1[C:21]([O:27][CH3:28])=[N:22][C:23]([CH:29]=[CH2:30])=[N:24][CH:25]=1)([C:14]([CH3:17])([CH3:16])[CH3:15])([C:8]1[CH:13]=[CH:12][CH:11]=[CH:10][CH:9]=1)[C:2]1[CH:7]=[CH:6][CH:5]=[CH:4][CH:3]=1.